From a dataset of Reaction yield outcomes from USPTO patents with 853,638 reactions. Predict the reaction yield, written as a fraction of the theoretical maximum amount of product (1.0 means a 100% yield; for example, 0.34 means a 34% yield). (1) The reactants are [Al+3].[Cl-].[Cl-].[Cl-].[F:5][C:6]1[CH:21]=[C:20]([N+:22]([O-:24])=[O:23])[CH:19]=[CH:18][C:7]=1[O:8][C:9]1[C:10]2[N:11]([CH:15]=[CH:16][CH:17]=2)[N:12]=[CH:13][CH:14]=1.[C:25](Cl)(=[O:27])[CH3:26].C(=O)(O)[O-].[Na+]. The catalyst is ClC(Cl)C. The product is [F:5][C:6]1[CH:21]=[C:20]([N+:22]([O-:24])=[O:23])[CH:19]=[CH:18][C:7]=1[O:8][C:9]1[C:10]2[N:11]([CH:15]=[CH:16][C:17]=2[C:25](=[O:27])[CH3:26])[N:12]=[CH:13][CH:14]=1. The yield is 0.930. (2) The reactants are [NH:1]1[CH2:5][CH2:4][C@@H:3]([O:6][C:7]2[CH:12]=[CH:11][C:10]([C:13]3[C:14]4[N:15]([N:19]=[C:20]([NH:22][C:23]([CH:25]5[CH2:27][CH2:26]5)=[O:24])[CH:21]=4)[CH:16]=[CH:17][CH:18]=3)=[CH:9][CH:8]=2)[CH2:2]1.C(N(CC)CC)C.[CH3:35][S:36](Cl)(=[O:38])=[O:37]. The catalyst is C(Cl)Cl. The product is [CH3:35][S:36]([N:1]1[CH2:5][CH2:4][C@@H:3]([O:6][C:7]2[CH:8]=[CH:9][C:10]([C:13]3[C:14]4[N:15]([N:19]=[C:20]([NH:22][C:23]([CH:25]5[CH2:26][CH2:27]5)=[O:24])[CH:21]=4)[CH:16]=[CH:17][CH:18]=3)=[CH:11][CH:12]=2)[CH2:2]1)(=[O:38])=[O:37]. The yield is 0.300. (3) The reactants are [F:1][C:2]1[CH:3]=[C:4]([C:18]#[N:19])[CH:5]=[C:6]([C:8]2[CH:13]=[CH:12][C:11]([C:14]([F:17])([F:16])[F:15])=[CH:10][CH:9]=2)[CH:7]=1.[H][H]. The catalyst is [Pd].C(O)C. The product is [F:1][C:2]1[CH:3]=[C:4]([CH2:18][NH2:19])[CH:5]=[C:6]([C:8]2[CH:9]=[CH:10][C:11]([C:14]([F:16])([F:17])[F:15])=[CH:12][CH:13]=2)[CH:7]=1. The yield is 0.790. (4) The product is [CH:29]([O:32][C:33]1[CH:38]=[CH:37][C:36]([N:14]2[C:15](=[O:16])[C:10]([CH2:9][C:7]3[CH:6]=[CH:5][C:4]([C:21]4[CH:26]=[CH:25][CH:24]=[CH:23][C:22]=4[C:27]4[NH:44][C:55](=[O:57])[O:58][N:28]=4)=[C:3]([O:2][CH3:1])[CH:8]=3)=[C:11]([CH2:18][CH2:19][CH3:20])[N:12]=[C:13]2[CH3:17])=[CH:35][CH:34]=1)([CH3:31])[CH3:30]. The yield is 0.580. The catalyst is ClCCl.C([O-])(=O)C.[Cu+2].C([O-])(=O)C. The reactants are [CH3:1][O:2][C:3]1[CH:8]=[C:7]([CH2:9][C:10]2[C:15](=[O:16])[NH:14][C:13]([CH3:17])=[N:12][C:11]=2[CH2:18][CH2:19][CH3:20])[CH:6]=[CH:5][C:4]=1[C:21]1[C:22]([C:27]#[N:28])=[CH:23][CH:24]=[CH:25][CH:26]=1.[CH:29]([O:32][C:33]1[CH:38]=[CH:37][C:36](B(O)O)=[CH:35][CH:34]=1)([CH3:31])[CH3:30].C([N:44](CC)CC)C.N1C=CC=CC=1.[C:55]([O:58]CC)(=[O:57])C. (5) The reactants are [CH3:1][O:2][C:3](=[O:20])[C@H:4]([CH2:16][CH:17]([CH3:19])[CH3:18])[NH:5][C:6]([O:8][CH2:9][C:10]1[CH:15]=[CH:14][CH:13]=[CH:12][N:11]=1)=[O:7].CI.[H-].[Na+].[C:25](OCC)(=O)C. The catalyst is C1COCC1.O. The product is [CH3:1][O:2][C:3](=[O:20])[C@H:4]([CH2:16][CH:17]([CH3:18])[CH3:19])[N:5]([CH3:25])[C:6]([O:8][CH2:9][C:10]1[CH:15]=[CH:14][CH:13]=[CH:12][N:11]=1)=[O:7]. The yield is 0.460. (6) The reactants are [F:1][C:2]1[CH:7]=[CH:6][C:5]([CH2:8][CH2:9][CH2:10][NH:11][C@H:12]2[CH2:17][CH2:16][C@H:15]([C:18]3[CH:27]=[CH:26][C:21]4[NH:22][C:23](=[O:25])[O:24][C:20]=4[CH:19]=3)[CH2:14][CH2:13]2)=[CH:4][CH:3]=1.C([O-])(O)=O.[Na+].Br[CH2:34][C:35]([NH2:37])=[O:36].[Br-]. The catalyst is CN(C=O)C.O. The product is [F:1][C:2]1[CH:7]=[CH:6][C:5]([CH2:8][CH2:9][CH2:10][N:11]([CH:12]2[CH2:17][CH2:16][CH:15]([C:18]3[CH:27]=[CH:26][C:21]4[NH:22][C:23](=[O:25])[O:24][C:20]=4[CH:19]=3)[CH2:14][CH2:13]2)[CH2:34][C:35]([NH2:37])=[O:36])=[CH:4][CH:3]=1. The yield is 0.170. (7) The reactants are [F:1][C:2]1[CH:28]=[C:27]([N+:29]([O-])=O)[CH:26]=[CH:25][C:3]=1[O:4][C:5]1[C:6]2[S:13][C:12]([C:14]([NH:16][CH2:17][CH2:18][N:19]3[CH2:24][CH2:23][O:22][CH2:21][CH2:20]3)=[O:15])=[CH:11][C:7]=2[N:8]=[CH:9][N:10]=1.[BH4-].[Na+]. The catalyst is CO.Cl[Ni]Cl. The product is [NH2:29][C:27]1[CH:26]=[CH:25][C:3]([O:4][C:5]2[C:6]3[S:13][C:12]([C:14]([NH:16][CH2:17][CH2:18][N:19]4[CH2:24][CH2:23][O:22][CH2:21][CH2:20]4)=[O:15])=[CH:11][C:7]=3[N:8]=[CH:9][N:10]=2)=[C:2]([F:1])[CH:28]=1. The yield is 0.850. (8) The reactants are [CH3:1][C:2]1[O:6][N:5]=[C:4]([C:7]2[CH:12]=[CH:11][CH:10]=[CH:9][CH:8]=2)[C:3]=1[C:13]1[N:14]=[C:15]2[CH:20]=[C:19]([NH2:21])[CH:18]=[CH:17][N:16]2[CH:22]=1.[CH:23]1([C:26](O)=[O:27])[CH2:25][CH2:24]1.C(N(CC)C(C)C)(C)C.[Cl-].[Na+].O.O. The catalyst is CN(C=O)C. The product is [CH3:1][C:2]1[O:6][N:5]=[C:4]([C:7]2[CH:8]=[CH:9][CH:10]=[CH:11][CH:12]=2)[C:3]=1[C:13]1[N:14]=[C:15]2[CH:20]=[C:19]([NH:21][C:26]([CH:23]3[CH2:25][CH2:24]3)=[O:27])[CH:18]=[CH:17][N:16]2[CH:22]=1. The yield is 0.120. (9) The reactants are Br[C:2]1[CH:3]=[CH:4][C:5]2[C:6]3([C:27]4[CH:26]=[CH:25][CH:24]=[CH:23][C:22]=4[C:21]4[C:16]3=[CH:17][CH:18]=[CH:19][CH:20]=4)[C:7]3[C:12]([C:13]=2[CH:14]=1)=[CH:11][C:10]([Br:15])=[CH:9][CH:8]=3.[C:28]1([C:37]2[CH:42]=[CH:41][CH:40]=[CH:39][CH:38]=2)[CH:33]=[CH:32][CH:31]=[CH:30][C:29]=1B(O)O.C([O-])([O-])=O.[Na+].[Na+].CCO. The catalyst is C1C=CC([P]([Pd]([P](C2C=CC=CC=2)(C2C=CC=CC=2)C2C=CC=CC=2)([P](C2C=CC=CC=2)(C2C=CC=CC=2)C2C=CC=CC=2)[P](C2C=CC=CC=2)(C2C=CC=CC=2)C2C=CC=CC=2)(C2C=CC=CC=2)C2C=CC=CC=2)=CC=1.C1(C)C=CC=CC=1. The product is [C:28]1([C:37]2[CH:38]=[CH:39][CH:40]=[CH:41][CH:42]=2)[CH:33]=[CH:32][CH:31]=[CH:30][C:29]=1[C:2]1[CH:3]=[CH:4][C:5]2[C:6]3([C:16]4[CH:17]=[CH:18][CH:19]=[CH:20][C:21]=4[C:22]4[C:27]3=[CH:26][CH:25]=[CH:24][CH:23]=4)[C:7]3[C:12]([C:13]=2[CH:14]=1)=[CH:11][C:10]([Br:15])=[CH:9][CH:8]=3. The yield is 0.390.